From a dataset of Catalyst prediction with 721,799 reactions and 888 catalyst types from USPTO. Predict which catalyst facilitates the given reaction. (1) Reactant: O.O.[N+:3]([O-:6])([O-:5])=[O:4].[Pd+2:7].[N+:8]([O-:11])([O-:10])=[O:9]. Product: [N+:3]([O-:6])([O-:5])=[O:4].[Pd+2:7].[N+:8]([O-:11])([O-:10])=[O:9]. The catalyst class is: 150. (2) Reactant: C([O:3][C:4](=O)[C:5]([O:10][CH2:11][CH:12]=[CH2:13])=[C:6]([OH:9])[CH2:7][CH3:8])C.[H-].[H-].[H-].[H-].[Li+].[Al+3].O. Product: [CH2:11]([O:10][CH:5]([CH:6]([OH:9])[CH:7]=[CH2:8])[CH2:4][OH:3])[CH:12]=[CH2:13]. The catalyst class is: 49. (3) Reactant: Cl[C:2]1[N:7]=[C:6]([C:8]2[N:17]=[C:16]3[C:11]([C:12]([NH:18][C:19]4[CH:24]=[CH:23][C:22]([C:25]([F:28])([F:27])[F:26])=[CH:21][N:20]=4)=[CH:13][CH:14]=[N:15]3)=[CH:10][CH:9]=2)[C:5]([C:29]([F:32])([F:31])[F:30])=[CH:4][N:3]=1. Product: [F:28][C:25]([F:26])([F:27])[C:22]1[CH:23]=[CH:24][C:19]([NH:18][C:12]2[C:11]3[C:16](=[N:17][C:8]([C:6]4[C:5]([C:29]([F:30])([F:31])[F:32])=[CH:4][N:3]=[CH:2][N:7]=4)=[CH:9][CH:10]=3)[N:15]=[CH:14][CH:13]=2)=[N:20][CH:21]=1. The catalyst class is: 19. (4) Reactant: [F:1][C:2]1[CH:7]=[CH:6][C:5]([NH:8]/[N:9]=[CH:10]/[CH:11]=[C:12]2[C:17](=[O:18])[O:16]C(C)(C)[O:14][C:13]2=O)=[CH:4][CH:3]=1.C[O-].[Na+].Cl. Product: [F:1][C:2]1[CH:7]=[CH:6][C:5]([N:8]2[C:13](=[O:14])[C:12]([C:17]([OH:16])=[O:18])=[CH:11][CH:10]=[N:9]2)=[CH:4][CH:3]=1. The catalyst class is: 5. (5) Reactant: C[Si](C)(C)CC[O:5][C:6](=[O:42])[CH:7]([CH2:33][CH:34]=[CH:35][CH2:36][P:37]([OH:41])([O:39][CH3:40])=[O:38])[CH2:8][C:9]([CH3:32])=[CH:10][CH2:11][C:12]1[C:13]([O:25]CC[Si](C)(C)C)=[C:14]2[C:18](=[C:19]([CH3:23])[C:20]=1[O:21][CH3:22])[CH2:17][O:16][C:15]2=[O:24].CCCC[N+](CCCC)(CCCC)CCCC.[F-]. Product: [OH:25][C:13]1[C:12]([CH2:11][CH:10]=[C:9]([CH3:32])[CH2:8][CH:7]([CH2:33][CH:34]=[CH:35][CH2:36][P:37]([OH:41])([O:39][CH3:40])=[O:38])[C:6]([OH:42])=[O:5])=[C:20]([O:21][CH3:22])[C:19]([CH3:23])=[C:18]2[C:14]=1[C:15](=[O:24])[O:16][CH2:17]2. The catalyst class is: 1.